Predict the reaction yield, written as a fraction of the theoretical maximum amount of product (1.0 means a 100% yield; for example, 0.34 means a 34% yield). From a dataset of Reaction yield outcomes from USPTO patents with 853,638 reactions. (1) The product is [CH2:29]([O:31][CH2:32][CH2:33][N:4]1[CH:3]=[C:2]([I:1])[CH:6]=[N:5]1)[CH3:30]. The catalyst is O1CCOCC1.C1(C)C=CC=CC=1. The yield is 0.980. The reactants are [I:1][C:2]1[CH:3]=[N:4][NH:5][CH:6]=1.C(OCN1C2N=CN=C(C3C=NN([CH:29]([O:31][CH2:32][CH3:33])[CH3:30])C=3)C=2C=C1)(=O)C(C)(C)C.Cl.C([O-])(O)=O.[Na+]. (2) The reactants are [Cl:1][C:2]1[C:14]([NH:15][CH2:16][C:17]2[CH:22]=[C:21]([C:23]3[CH:28]=[CH:27][CH:26]=[C:25]([F:29])[CH:24]=3)[CH:20]=[CH:19][C:18]=2[F:30])=[C:13]([F:31])[CH:12]=[CH:11][C:3]=1[O:4][CH2:5][C:6]([O:8]CC)=[O:7].[Li+].[OH-]. The catalyst is C1COCC1. The product is [Cl:1][C:2]1[C:14]([NH:15][CH2:16][C:17]2[CH:22]=[C:21]([C:23]3[CH:28]=[CH:27][CH:26]=[C:25]([F:29])[CH:24]=3)[CH:20]=[CH:19][C:18]=2[F:30])=[C:13]([F:31])[CH:12]=[CH:11][C:3]=1[O:4][CH2:5][C:6]([OH:8])=[O:7]. The yield is 0.690.